Dataset: Catalyst prediction with 721,799 reactions and 888 catalyst types from USPTO. Task: Predict which catalyst facilitates the given reaction. (1) Reactant: [OH-].[K+].[N:3]1[CH:8]=[CH:7][CH:6]=[CH:5][C:4]=1[N:9]1[C:13]2=[N:14][CH:15]=[CH:16][CH:17]=[C:12]2[C:11]([C:18]([O:20]C)=[O:19])=[CH:10]1. Product: [N:3]1[CH:8]=[CH:7][CH:6]=[CH:5][C:4]=1[N:9]1[C:13]2=[N:14][CH:15]=[CH:16][CH:17]=[C:12]2[C:11]([C:18]([OH:20])=[O:19])=[CH:10]1. The catalyst class is: 24. (2) Reactant: Br[C:2]1[CH:3]=[C:4]([CH:29]=[CH:30][CH:31]=1)[C:5]([NH:7][CH:8]([C:10]1[N:15]=[N:14][C:13]([NH:16][C:17]2[CH:22]=[C:21]([O:23][CH3:24])[C:20]([O:25][CH3:26])=[C:19]([O:27][CH3:28])[CH:18]=2)=[N:12][CH:11]=1)[CH3:9])=[O:6].[NH2:32][CH:33]([C:35]1N=NC(NC2C=C(OC)C(OC)=C(OC)C=2)=N[CH:36]=1)C.F[P-](F)(F)(F)(F)F.N1(OC(N(C)C)=[N+](C)C)C2N=CC=CC=2N=N1.N1C2C(=CC=CC=2C(O)=O)C=CC=1.C(N(C(C)C)CC)(C)C. Product: [CH3:28][O:27][C:19]1[CH:18]=[C:17]([NH:16][C:13]2[N:14]=[N:15][C:10]([CH:8]([NH:7][C:5]([C:4]3[CH:29]=[CH:30][CH:31]=[C:2]4[C:3]=3[N:32]=[CH:33][CH:35]=[CH:36]4)=[O:6])[CH3:9])=[CH:11][N:12]=2)[CH:22]=[C:21]([O:23][CH3:24])[C:20]=1[O:25][CH3:26]. The catalyst class is: 3. (3) Reactant: C(O[CH:4]([O:13]CC)[C:5]1[CH:12]=[CH:11][C:8]([CH:9]=[O:10])=[CH:7][CH:6]=1)C.[F:16][C:17]([Si](C)(C)C)([F:19])[F:18].[F-].C([N+](CCCC)(CCCC)CCCC)CCC. Product: [F:16][C:17]([F:19])([F:18])[CH:4]([C:5]1[CH:12]=[CH:11][C:8]([CH:9]=[O:10])=[CH:7][CH:6]=1)[OH:13]. The catalyst class is: 7.